Dataset: Reaction yield outcomes from USPTO patents with 853,638 reactions. Task: Predict the reaction yield, written as a fraction of the theoretical maximum amount of product (1.0 means a 100% yield; for example, 0.34 means a 34% yield). The reactants are O.O.[Sn](Cl)Cl.[N+:6]([C:9]1[CH:10]=[C:11]([C:19]([F:22])([F:21])[F:20])[C:12]([CH:15]([CH3:18])[C:16]#[N:17])=[N:13][CH:14]=1)([O-])=O. The catalyst is CC(=O)OCC. The product is [NH2:6][C:9]1[CH:10]=[C:11]([C:19]([F:22])([F:20])[F:21])[C:12]([CH:15]([CH3:18])[C:16]#[N:17])=[N:13][CH:14]=1. The yield is 0.850.